Dataset: Peptide-MHC class I binding affinity with 185,985 pairs from IEDB/IMGT. Task: Regression. Given a peptide amino acid sequence and an MHC pseudo amino acid sequence, predict their binding affinity value. This is MHC class I binding data. (1) The peptide sequence is LLSTTEWQV. The MHC is HLA-A68:02 with pseudo-sequence HLA-A68:02. The binding affinity (normalized) is 0.0561. (2) The peptide sequence is ATLLSQVEV. The MHC is HLA-B58:01 with pseudo-sequence HLA-B58:01. The binding affinity (normalized) is 0.0847. (3) The peptide sequence is RRRVLSVVV. The MHC is HLA-B27:05 with pseudo-sequence HLA-B27:05. The binding affinity (normalized) is 0.331. (4) The binding affinity (normalized) is 0.702. The peptide sequence is SLVIVTTFV. The MHC is HLA-A68:02 with pseudo-sequence HLA-A68:02. (5) The peptide sequence is MQQAYQCIV. The MHC is HLA-A02:19 with pseudo-sequence HLA-A02:19. The binding affinity (normalized) is 0.652. (6) The peptide sequence is LSSLSCEGQKY. The MHC is Mamu-A01 with pseudo-sequence Mamu-A01. The binding affinity (normalized) is 0.0338. (7) The peptide sequence is IAGFIEGGW. The MHC is HLA-A30:01 with pseudo-sequence HLA-A30:01. The binding affinity (normalized) is 0.0847.